From a dataset of NCI-60 drug combinations with 297,098 pairs across 59 cell lines. Regression. Given two drug SMILES strings and cell line genomic features, predict the synergy score measuring deviation from expected non-interaction effect. (1) Drug 1: CC1C(C(=O)NC(C(=O)N2CCCC2C(=O)N(CC(=O)N(C(C(=O)O1)C(C)C)C)C)C(C)C)NC(=O)C3=C4C(=C(C=C3)C)OC5=C(C(=O)C(=C(C5=N4)C(=O)NC6C(OC(=O)C(N(C(=O)CN(C(=O)C7CCCN7C(=O)C(NC6=O)C(C)C)C)C)C(C)C)C)N)C. Drug 2: C1C(C(OC1N2C=C(C(=O)NC2=O)F)CO)O. Cell line: NCI/ADR-RES. Synergy scores: CSS=0.302, Synergy_ZIP=0.532, Synergy_Bliss=0.238, Synergy_Loewe=-1.05, Synergy_HSA=-0.0788. (2) Drug 1: CCC1=C2CN3C(=CC4=C(C3=O)COC(=O)C4(CC)O)C2=NC5=C1C=C(C=C5)O. Drug 2: N.N.Cl[Pt+2]Cl. Cell line: UO-31. Synergy scores: CSS=36.9, Synergy_ZIP=-2.35, Synergy_Bliss=-1.69, Synergy_Loewe=-10.4, Synergy_HSA=3.76.